Task: Predict the reactants needed to synthesize the given product.. Dataset: Full USPTO retrosynthesis dataset with 1.9M reactions from patents (1976-2016) (1) Given the product [CH2:1]([O:8][CH2:9][CH2:10][CH2:11][C:12]([NH:53][C@H:52]1[CH2:51][NH:50][C:49]1=[O:48])=[O:14])[C:2]1[CH:3]=[CH:4][CH:5]=[CH:6][CH:7]=1, predict the reactants needed to synthesize it. The reactants are: [CH2:1]([O:8][CH2:9][CH2:10][CH2:11][C:12]([OH:14])=O)[C:2]1[CH:7]=[CH:6][CH:5]=[CH:4][CH:3]=1.CCN(CC)CC.CN(C(ON1N=NC2C=CC=CC1=2)=[N+](C)C)C.[B-](F)(F)(F)F.C([O-])(=O)C.[O:48]=[C:49]1[C@@H:52]([NH3+:53])[CH2:51][NH:50]1. (2) Given the product [C:1]([O:5][C:6]([N:8]1[CH2:13][CH2:12][CH:11]([C:14]2[NH:15][CH:16]=[C:17]([C:19]3[CH:24]=[CH:23][C:22]([F:25])=[C:21]([C:26]([F:29])([F:28])[F:27])[CH:20]=3)[N:40]=2)[CH2:10][CH2:9]1)=[O:7])([CH3:4])([CH3:3])[CH3:2], predict the reactants needed to synthesize it. The reactants are: [C:1]([O:5][C:6]([N:8]1[CH2:13][CH2:12][CH:11]([C:14](=O)[NH:15][CH2:16][C:17]([C:19]2[CH:24]=[CH:23][C:22]([F:25])=[C:21]([C:26]([F:29])([F:28])[F:27])[CH:20]=2)=O)[CH2:10][CH2:9]1)=[O:7])([CH3:4])([CH3:3])[CH3:2].C(O)CCC.C([O-])(=O)C.[NH4+:40]. (3) Given the product [CH3:25][O:26][C:27]([C:29]1([CH2:33][NH:34][C:3]([C:5]2[N:6]=[C:7]([C:23]#[N:24])[C:8]3[C:13]([C:14]=2[OH:15])=[CH:12][CH:11]=[C:10]([O:16][C:17]2[CH:22]=[CH:21][CH:20]=[CH:19][CH:18]=2)[CH:9]=3)=[O:4])[CH2:32][CH2:31][CH2:30]1)=[O:28], predict the reactants needed to synthesize it. The reactants are: CO[C:3]([C:5]1[N:6]=[C:7]([C:23]#[N:24])[C:8]2[C:13]([C:14]=1[OH:15])=[CH:12][CH:11]=[C:10]([O:16][C:17]1[CH:22]=[CH:21][CH:20]=[CH:19][CH:18]=1)[CH:9]=2)=[O:4].[CH3:25][O:26][C:27]([C:29]1([CH2:33][NH2:34])[CH2:32][CH2:31][CH2:30]1)=[O:28]. (4) Given the product [F:24][C:25]([F:38])([F:39])[C:26]1[CH:27]=[C:28]([CH:31]=[C:32]([C:34]([F:37])([F:35])[F:36])[CH:33]=1)[CH2:29][NH:30][CH2:20][C:11]1[CH:12]=[C:13]([C:16]([F:17])([F:18])[F:19])[CH:14]=[CH:15][C:10]=1[C:8]1[CH:9]=[C:4]([CH:1]([CH3:3])[CH3:2])[CH:5]=[CH:6][C:7]=1[O:22][CH3:23], predict the reactants needed to synthesize it. The reactants are: [CH:1]([C:4]1[CH:5]=[CH:6][C:7]([O:22][CH3:23])=[C:8]([C:10]2[C:11]([CH:20]=O)=[CH:12][C:13]([C:16]([F:19])([F:18])[F:17])=[CH:14][CH:15]=2)[CH:9]=1)([CH3:3])[CH3:2].[F:24][C:25]([F:39])([F:38])[C:26]1[CH:27]=[C:28]([CH:31]=[C:32]([C:34]([F:37])([F:36])[F:35])[CH:33]=1)[CH2:29][NH2:30].[BH4-].[Na+]. (5) The reactants are: [NH2:1][C:2]1[C:3]([C:7]2[N:8]([CH2:25][CH3:26])[C:9]3[CH:14]=[C:13]([CH:15]([C:17]4[CH:22]=[CH:21][CH:20]=[CH:19][CH:18]=4)[OH:16])[N:12]=[C:11]([Cl:23])[C:10]=3[N:24]=2)=[N:4][O:5][N:6]=1.OCC[C:30]1[CH:40]=[CH:39][CH:38]=[C:32]2[C:33]([NH:35][C:36](=[O:37])[C:31]=12)=[O:34].[CH3:41][C:42]1C=CC(S(O)(=O)=O)=CC=1. Given the product [NH2:1][C:2]1[C:3]([C:7]2[N:8]([CH2:25][CH3:26])[C:9]3[CH:14]=[C:13]([CH:15]([C:17]4[CH:22]=[CH:21][CH:20]=[CH:19][CH:18]=4)[O:16][CH2:41][CH2:42][N:35]4[C:36](=[O:37])[C:31]5[C:32](=[CH:38][CH:39]=[CH:40][CH:30]=5)[C:33]4=[O:34])[N:12]=[C:11]([Cl:23])[C:10]=3[N:24]=2)=[N:4][O:5][N:6]=1, predict the reactants needed to synthesize it.